From a dataset of Full USPTO retrosynthesis dataset with 1.9M reactions from patents (1976-2016). Predict the reactants needed to synthesize the given product. Given the product [Si:17]([O:16][C@H:13]1[CH2:14][CH2:15][N:11]([C:8]2[S:9][CH:10]=[C:6]([C:4]([O:3][CH2:1][CH3:2])=[O:5])[N:7]=2)[CH2:12]1)([C:30]([CH3:33])([CH3:32])[CH3:31])([C:24]1[CH:25]=[CH:26][CH:27]=[CH:28][CH:29]=1)[C:18]1[CH:23]=[CH:22][CH:21]=[CH:20][CH:19]=1, predict the reactants needed to synthesize it. The reactants are: [CH2:1]([O:3][C:4]([C:6]1[N:7]=[C:8]([N:11]2[CH2:15][CH2:14][C@H:13]([OH:16])[CH2:12]2)[S:9][CH:10]=1)=[O:5])[CH3:2].[Si:17](Cl)([C:30]([CH3:33])([CH3:32])[CH3:31])([C:24]1[CH:29]=[CH:28][CH:27]=[CH:26][CH:25]=1)[C:18]1[CH:23]=[CH:22][CH:21]=[CH:20][CH:19]=1.N1C=CN=C1.C(O)C.